Dataset: Forward reaction prediction with 1.9M reactions from USPTO patents (1976-2016). Task: Predict the product of the given reaction. (1) Given the reactants [Cl:1][C:2]1[N:6](S(N(C)C)(=O)=O)[N:5]=[C:4]([C:13]([F:16])([F:15])[F:14])[CH:3]=1.FC(F)(F)C(O)=O.C(=O)([O-])[O-].[Na+].[Na+], predict the reaction product. The product is: [Cl:1][C:2]1[NH:6][N:5]=[C:4]([C:13]([F:16])([F:15])[F:14])[CH:3]=1. (2) Given the reactants [CH:1]1[CH:2]=[CH:3][N:4]2[CH2:10][C:9]3[CH:11]=[CH:12][CH:13]=[CH:14][C:8]=3[NH:7][CH2:6][C:5]=12.Br[CH2:16][C:17]1[CH:22]=[CH:21][C:20]([C:23]2[CH:28]=[CH:27][CH:26]=[CH:25][CH:24]=2)=[CH:19][CH:18]=1.C(=O)([O-])[O-].[K+].[K+], predict the reaction product. The product is: [C:20]1([C:23]2[CH:24]=[CH:25][CH:26]=[CH:27][CH:28]=2)[CH:19]=[CH:18][C:17]([CH2:16][N:7]2[C:8]3[CH:14]=[CH:13][CH:12]=[CH:11][C:9]=3[CH2:10][N:4]3[CH:3]=[CH:2][CH:1]=[C:5]3[CH2:6]2)=[CH:22][CH:21]=1. (3) Given the reactants [S:1]1[CH:5]=[CH:4][C:3]2[CH:6]=[C:7]([NH2:10])[CH:8]=[CH:9][C:2]1=2.C(O[CH:14]=[C:15]([C:21]([O:23][CH2:24][CH3:25])=[O:22])[C:16]([O:18][CH2:19][CH3:20])=[O:17])C, predict the reaction product. The product is: [S:1]1[CH:5]=[CH:4][C:3]2[CH:6]=[C:7]([NH:10][CH:14]=[C:15]([C:16]([O:18][CH2:19][CH3:20])=[O:17])[C:21]([O:23][CH2:24][CH3:25])=[O:22])[CH:8]=[CH:9][C:2]1=2. (4) Given the reactants [CH3:1][CH:2]([CH3:34])[C@H:3]([NH:29][C:30](=[O:33])[O:31][CH3:32])[C:4](=[O:28])[N:5]1[CH2:9][CH2:8][CH2:7][C@H:6]1[C:10]1[NH:14][C:13]2[CH:15]=[CH:16][C:17](B3OC(C)(C)C(C)(C)O3)=[CH:18][C:12]=2[N:11]=1.Br[C:36]1[CH:41]=[CH:40][C:39]([Cl:42])=[CH:38][N:37]=1.C(=O)([O-])[O-].[Cs+].[Cs+].O1CCOCC1, predict the reaction product. The product is: [Cl:42][C:39]1[CH:40]=[CH:41][C:36]([C:17]2[CH:16]=[CH:15][C:13]3[NH:14][C:10]([C@@H:6]4[CH2:7][CH2:8][CH2:9][N:5]4[C:4](=[O:28])[C@@H:3]([NH:29][C:30](=[O:33])[O:31][CH3:32])[CH:2]([CH3:34])[CH3:1])=[N:11][C:12]=3[CH:18]=2)=[N:37][CH:38]=1. (5) Given the reactants FC(F)(F)C(O)=O.[CH:8]1([CH2:11][CH2:12][O:13][C:14]2[NH:15][C:16]([NH2:25])=[C:17]3[C:21]([N:22]=2)=[N:20][C:19]([O:23][CH3:24])=[N:18]3)[CH2:10][CH2:9]1.Br[CH2:27][CH2:28][CH:29]1[CH2:34][CH2:33][O:32][CH2:31][CH2:30]1, predict the reaction product. The product is: [CH:8]1([CH2:11][CH2:12][O:13][C:14]2[N:22]=[C:21]3[C:17]([N:18]=[C:19]([O:23][CH3:24])[N:20]3[CH2:27][CH2:28][CH:29]3[CH2:34][CH2:33][O:32][CH2:31][CH2:30]3)=[C:16]([NH2:25])[N:15]=2)[CH2:10][CH2:9]1. (6) Given the reactants [CH3:1][C@H:2]1[NH:7][CH2:6][C@H:5]([OH:8])[CH2:4][CH2:3]1.C(N(CC)CC)C.Cl[C:17]([O:19][CH2:20][C:21]1[CH:26]=[CH:25][CH:24]=[CH:23][CH:22]=1)=[O:18], predict the reaction product. The product is: [OH:8][C@H:5]1[CH2:6][N:7]([C:17]([O:19][CH2:20][C:21]2[CH:26]=[CH:25][CH:24]=[CH:23][CH:22]=2)=[O:18])[C@H:2]([CH3:1])[CH2:3][CH2:4]1. (7) Given the reactants [N+:1]([O-:4])(O)=[O:2].[B:5]1([OH:15])[C:10]2[CH:11]=[CH:12][CH:13]=[CH:14][C:9]=2[CH2:8][CH2:7][O:6]1, predict the reaction product. The product is: [N+:1]([C:12]1[CH:13]=[CH:14][C:9]2[CH2:8][CH2:7][O:6][B:5]([OH:15])[C:10]=2[CH:11]=1)([O-:4])=[O:2].